Predict the product of the given reaction. From a dataset of Forward reaction prediction with 1.9M reactions from USPTO patents (1976-2016). Given the reactants [CH3:1][O:2][C:3]1[CH:4]=[C:5]([C:11]2[C:19]3[C:14](=[N:15][CH:16]=[CH:17][CH:18]=3)[NH:13][CH:12]=2)[CH:6]=[CH:7][C:8]=1[O:9][CH3:10].[OH-].[K+].[N:22]1[C:31]2[C:26](=[CH:27][CH:28]=[CH:29][C:30]=2[S:32](Cl)(=[O:34])=[O:33])[CH:25]=[CH:24][CH:23]=1, predict the reaction product. The product is: [CH3:1][O:2][C:3]1[CH:4]=[C:5]([C:11]2[C:19]3[C:14](=[N:15][CH:16]=[CH:17][CH:18]=3)[N:13]([S:32]([C:30]3[CH:29]=[CH:28][CH:27]=[C:26]4[C:31]=3[N:22]=[CH:23][CH:24]=[CH:25]4)(=[O:33])=[O:34])[CH:12]=2)[CH:6]=[CH:7][C:8]=1[O:9][CH3:10].